Dataset: Reaction yield outcomes from USPTO patents with 853,638 reactions. Task: Predict the reaction yield, written as a fraction of the theoretical maximum amount of product (1.0 means a 100% yield; for example, 0.34 means a 34% yield). (1) The reactants are Cl[CH:2]([CH:8]=O)[C:3]([O:5][CH2:6][CH3:7])=[O:4].[S:10]([N:20]1[C:28]2[C:23](=[N:24][C:25]([NH2:29])=[CH:26][N:27]=2)[CH:22]=[CH:21]1)([C:13]1[CH:19]=[CH:18][C:16]([CH3:17])=[CH:15][CH:14]=1)(=[O:12])=[O:11].C(O)CCC. The catalyst is O1CCOCC1. The product is [S:10]([N:20]1[C:28]2[N:27]=[CH:26][C:25]3[N:24]([C:2]([C:3]([O:5][CH2:6][CH3:7])=[O:4])=[CH:8][N:29]=3)[C:23]=2[CH:22]=[CH:21]1)([C:13]1[CH:14]=[CH:15][C:16]([CH3:17])=[CH:18][CH:19]=1)(=[O:11])=[O:12]. The yield is 0.600. (2) The reactants are [F:1][C:2]1[CH:34]=[CH:33][C:5]([CH2:6][N:7]2[C:16](=[O:17])[C:15]([C:18]3[NH:23][C:22]4[CH:24]=[CH:25][C:26](I)=[CH:27][C:21]=4[S:20](=[O:30])(=[O:29])[N:19]=3)=[C:14]([OH:31])[C@H:13]3[C@@H:8]2[C@H:9]2[CH2:32][C@@H:12]3[CH2:11][CH2:10]2)=[CH:4][CH:3]=1.[N-:35]=[N+:36]=[N-:37].[Na+].O=C1O[C@H]([C@H](CO)O)C([O-])=C1O.[Na+].CN[C@@H]1CCCC[C@H]1NC. The catalyst is CS(C)=O.O.[Cu]I. The product is [N:35]([C:26]1[CH:25]=[CH:24][C:22]2[NH:23][C:18]([C:15]3[C:16](=[O:17])[N:7]([CH2:6][C:5]4[CH:33]=[CH:34][C:2]([F:1])=[CH:3][CH:4]=4)[C@@H:8]4[C@H:13]([C:14]=3[OH:31])[C@@H:12]3[CH2:32][C@H:9]4[CH2:10][CH2:11]3)=[N:19][S:20](=[O:30])(=[O:29])[C:21]=2[CH:27]=1)=[N+:36]=[N-:37]. The yield is 0.790. (3) The reactants are [F:1][C:2]([F:18])([F:17])[C:3]1([CH2:8][N:9]2[CH2:14][CH2:13][CH:12]([CH2:15][OH:16])[CH2:11][CH2:10]2)[CH2:7][CH2:6][CH2:5][CH2:4]1.[H-].[Na+].Br[C:22]1[CH:27]=[CH:26][C:25]([Br:28])=[CH:24][N:23]=1. The catalyst is C1COCC1. The product is [Br:28][C:25]1[CH:26]=[CH:27][C:22]([O:16][CH2:15][CH:12]2[CH2:11][CH2:10][N:9]([CH2:8][C:3]3([C:2]([F:1])([F:17])[F:18])[CH2:4][CH2:5][CH2:6][CH2:7]3)[CH2:14][CH2:13]2)=[N:23][CH:24]=1. The yield is 0.670. (4) The reactants are Cl.CN(C)CCCN=C=NCC.[CH3:13][C:14]1[CH:15]=[CH:16][C:17]([C:20]2[N:24]([C:25]3[CH:26]=[N:27][CH:28]=[CH:29][CH:30]=3)[N:23]=[C:22]([C:31]([OH:33])=O)[CH:21]=2)=[N:18][CH:19]=1.Cl.[CH3:35][N:36]1[CH2:41][CH2:40][NH:39][CH2:38][C:37]1=[O:42].ON1C2C=CC=CC=2N=N1. The catalyst is CN(C)C=O.C(N(CC)CC)C. The product is [CH3:13][C:14]1[CH:15]=[CH:16][C:17]([C:20]2[N:24]([C:25]3[CH:26]=[N:27][CH:28]=[CH:29][CH:30]=3)[N:23]=[C:22]([C:31]([N:39]3[CH2:40][CH2:41][N:36]([CH3:35])[C:37](=[O:42])[CH2:38]3)=[O:33])[CH:21]=2)=[N:18][CH:19]=1. The yield is 0.780. (5) The reactants are [CH2:1]([O:3][C:4](=[O:16])[C:5]([C:7]1[CH:12]=[CH:11][C:10]([S:13][CH3:14])=[C:9]([Cl:15])[CH:8]=1)=[O:6])[CH3:2].[BH4-].[Na+]. The catalyst is CO. The product is [CH2:1]([O:3][C:4](=[O:16])[CH:5]([C:7]1[CH:12]=[CH:11][C:10]([S:13][CH3:14])=[C:9]([Cl:15])[CH:8]=1)[OH:6])[CH3:2]. The yield is 0.380.